From a dataset of Full USPTO retrosynthesis dataset with 1.9M reactions from patents (1976-2016). Predict the reactants needed to synthesize the given product. (1) Given the product [CH3:11][C:5]1[CH:6]=[CH:7][C:8]([C:37]2[CH:42]=[CH:41][C:40]([N+:43]([O-:45])=[O:44])=[CH:39][CH:38]=2)=[CH:9][C:4]=1[C:3]([O:2][CH3:1])=[O:12], predict the reactants needed to synthesize it. The reactants are: [CH3:1][O:2][C:3](=[O:12])[C:4]1[CH:9]=[C:8](Br)[CH:7]=[CH:6][C:5]=1[CH3:11].B1(B2OC(C)(C)C(C)(C)O2)OC(C)(C)C(C)(C)O1.C([O-])(=O)C.[K+].Br[C:37]1[CH:42]=[CH:41][C:40]([N+:43]([O-:45])=[O:44])=[CH:39][CH:38]=1.C(=O)([O-])[O-].[Cs+].[Cs+]. (2) Given the product [F:22][C:2]([F:21])([F:1])[C:3]1[CH:8]=[C:7]([C:9]([F:12])([F:10])[F:11])[CH:6]=[CH:5][C:4]=1[C:13]1[C:14]([CH2:20][N:108]2[CH:107]=[C:106]3[N:111]=[C:103]([C:97]4[CH:98]=[CH:99][CH:100]=[C:101]([F:102])[C:96]=4[F:95])[N:104]=[C:105]3[CH:110]=[N:109]2)=[N:15][C:16]([CH3:19])=[CH:17][CH:18]=1, predict the reactants needed to synthesize it. The reactants are: [F:1][C:2]([F:22])([F:21])[C:3]1[CH:8]=[C:7]([C:9]([F:12])([F:11])[F:10])[CH:6]=[CH:5][C:4]=1[C:13]1[C:14]([CH3:20])=[N:15][C:16]([CH3:19])=[CH:17][CH:18]=1.C1C(=O)N(Br)C(=O)C1.C(OOC(=O)C1C=CC=CC=1)(=O)C1C=CC=CC=1.FC(F)(F)C1C=C(C(F)(F)F)C=CC=1C1C(CBr)=NC(C)=CC=1.FC(F)(F)C1C=C(C(F)(F)F)C=CC=1C1C(C)=NC(CBr)=CC=1.[F:95][C:96]1[C:101]([F:102])=[CH:100][CH:99]=[CH:98][C:97]=1[C:103]1[N:111]=[C:106]2[CH:107]=[N:108][NH:109][CH:110]=[C:105]2[N:104]=1.